From a dataset of Catalyst prediction with 721,799 reactions and 888 catalyst types from USPTO. Predict which catalyst facilitates the given reaction. (1) The catalyst class is: 269. Product: [CH3:36][NH:37][S:38](=[O:40])(=[O:39])[NH:1][C:2]1[CH:3]=[CH:4][C:5]([O:19][C:20]2[C:25]([F:26])=[CH:24][C:23]([F:27])=[CH:22][C:21]=2[F:28])=[C:6]([C:8]2[C:9]3[CH:18]=[CH:17][NH:16][C:10]=3[C:11](=[O:15])[N:12]([CH3:14])[CH:13]=2)[CH:7]=1. Reactant: [NH2:1][C:2]1[CH:3]=[CH:4][C:5]([O:19][C:20]2[C:25]([F:26])=[CH:24][C:23]([F:27])=[CH:22][C:21]=2[F:28])=[C:6]([C:8]2[C:9]3[CH:18]=[CH:17][NH:16][C:10]=3[C:11](=[O:15])[N:12]([CH3:14])[CH:13]=2)[CH:7]=1.C(N(CC)CC)C.[CH3:36][NH:37][S:38](Cl)(=[O:40])=[O:39].[OH-].[Na+].[Cl-].[NH4+]. (2) Reactant: [C:1]([Mg]Br)#[CH:2].[CH:5]([C:8]([C:10]1[CH:15]=[CH:14][CH:13]=[CH:12][CH:11]=1)=[O:9])([CH3:7])[CH3:6]. Product: [CH:5]([C:8]([C:10]1[CH:15]=[CH:14][CH:13]=[CH:12][CH:11]=1)([OH:9])[C:1]#[CH:2])([CH3:7])[CH3:6]. The catalyst class is: 1. (3) Reactant: [C:1]([O:5][C:6](=[O:22])[NH:7][C:8]1[CH:13]=[CH:12][CH:11]=[C:10]([O:14][C:15]2[CH:16]=[N:17][C:18]([NH2:21])=[CH:19][CH:20]=2)[CH:9]=1)([CH3:4])([CH3:3])[CH3:2].[CH2:23]([O:25][C:26]([N:28]=[C:29]=[S:30])=[O:27])[CH3:24].O. Product: [CH2:23]([O:25][C:26](=[O:27])[NH:28][C:29]([NH:21][C:18]1[CH:19]=[CH:20][C:15]([O:14][C:10]2[CH:11]=[CH:12][CH:13]=[C:8]([NH:7][C:6]([O:5][C:1]([CH3:4])([CH3:2])[CH3:3])=[O:22])[CH:9]=2)=[CH:16][N:17]=1)=[S:30])[CH3:24]. The catalyst class is: 16. (4) Reactant: Cl.Cl.[Cl:3][C:4]1[C:5]([CH2:10][NH2:11])=[N:6][CH:7]=[CH:8][N:9]=1.Cl.CN(C)CCCN=C=NCC.C(N(C(C)C)CC)(C)C.[CH:33](O)=[O:34]. Product: [Cl:3][C:4]1[C:5]([CH2:10][NH:11][CH:33]=[O:34])=[N:6][CH:7]=[CH:8][N:9]=1. The catalyst class is: 3. (5) Reactant: [S-:1][C:2]#[N:3].[NH4+].[C:5](Cl)(=[O:12])[C:6]1[CH:11]=[CH:10][CH:9]=[CH:8][CH:7]=1.[CH3:14][O:15][C:16]1[CH:21]=[CH:20][C:19]([CH:22]2[CH2:27][CH2:26][O:25][CH2:24][CH2:23]2)=[CH:18][C:17]=1[NH2:28]. Product: [C:5]([NH:3][C:2]([NH:28][C:17]1[CH:18]=[C:19]([CH:22]2[CH2:27][CH2:26][O:25][CH2:24][CH2:23]2)[CH:20]=[CH:21][C:16]=1[O:15][CH3:14])=[S:1])(=[O:12])[C:6]1[CH:11]=[CH:10][CH:9]=[CH:8][CH:7]=1. The catalyst class is: 21. (6) Reactant: [BrH:1].Cl.[NH2:3][C:4]1[C:5]([OH:20])=[C:6]([C:11]2[CH:16]=[CH:15][CH:14]=[C:13]([C:17]([OH:19])=[O:18])[CH:12]=2)[CH:7]=[C:8]([F:10])[CH:9]=1. Product: [BrH:1].[NH2:3][C:4]1[C:5]([OH:20])=[C:6]([C:11]2[CH:16]=[CH:15][CH:14]=[C:13]([C:17]([OH:19])=[O:18])[CH:12]=2)[CH:7]=[C:8]([F:10])[CH:9]=1. The catalyst class is: 13. (7) Reactant: [Br:1][C:2]1[CH:10]=[C:9]2[C:5]([CH2:6][C:7]3([CH2:14][N:13]([C:15]([O:17][C:18]([CH3:21])([CH3:20])[CH3:19])=[O:16])[CH2:12]3)[C:8]2=O)=[CH:4][CH:3]=1.[CH3:22][Si:23]([CH3:31])([CH3:30])[CH2:24][CH2:25][S:26]([NH2:29])(=[O:28])=[O:27]. Product: [Br:1][C:2]1[CH:10]=[C:9]2[C:5]([CH2:6][C:7]3([CH2:14][N:13]([C:15]([O:17][C:18]([CH3:21])([CH3:20])[CH3:19])=[O:16])[CH2:12]3)[C:8]2=[N:29][S:26]([CH2:25][CH2:24][Si:23]([CH3:31])([CH3:30])[CH3:22])(=[O:28])=[O:27])=[CH:4][CH:3]=1. The catalyst class is: 26. (8) Reactant: [C:1]([NH2:4])(=[S:3])[CH3:2].[F:5][C:6]([F:17])([F:16])[C:7](=O)[CH:8](Cl)[C:9]([O:11][CH2:12][CH3:13])=[O:10].C(N(CC)CC)C.N1C=CC=CC=1C.FC(F)(F)C(OC(=O)C(F)(F)F)=O. Product: [CH3:2][C:1]1[S:3][C:8]([C:9]([O:11][CH2:12][CH3:13])=[O:10])=[C:7]([C:6]([F:5])([F:17])[F:16])[N:4]=1. The catalyst class is: 10. (9) Reactant: [CH2:1]([O:3][C:4](=[O:9])[C:5](Br)([CH3:7])[CH3:6])[CH3:2].C(=O)([O-])[O-].[K+].[K+].[C@H:16]12[CH2:22][C@H:19]([NH:20][CH2:21]1)[CH2:18][N:17]2[CH2:23][C:24]1[N:25]([CH3:50])[C:26]2[C:31]([N:32]=1)=[C:30]([N:33]1[CH2:38][CH2:37][O:36][CH2:35][CH2:34]1)[N:29]=[C:28]([N:39]1[C:43]3[CH:44]=[CH:45][CH:46]=[CH:47][C:42]=3[N:41]=[C:40]1[CH2:48][CH3:49])[N:27]=2. Product: [CH2:48]([C:40]1[N:39]([C:28]2[N:27]=[C:26]3[C:31]([N:32]=[C:24]([CH2:23][N:17]4[CH2:18][C@@H:19]5[CH2:22][C@H:16]4[CH2:21][N:20]5[C:5]([CH3:7])([CH3:6])[C:4]([O:3][CH2:1][CH3:2])=[O:9])[N:25]3[CH3:50])=[C:30]([N:33]3[CH2:34][CH2:35][O:36][CH2:37][CH2:38]3)[N:29]=2)[C:43]2[CH:44]=[CH:45][CH:46]=[CH:47][C:42]=2[N:41]=1)[CH3:49]. The catalyst class is: 10. (10) Reactant: [Cl:1][C:2]1[N:7]=[CH:6][C:5]2[C:8]([CH3:13])([CH3:12])[C:9](=O)[NH:10][C:4]=2[CH:3]=1.C1COCC1. Product: [Cl:1][C:2]1[N:7]=[CH:6][C:5]2[C:8]([CH3:13])([CH3:12])[CH2:9][NH:10][C:4]=2[CH:3]=1. The catalyst class is: 5.